Dataset: Full USPTO retrosynthesis dataset with 1.9M reactions from patents (1976-2016). Task: Predict the reactants needed to synthesize the given product. The reactants are: [Br:1][C:2]1[CH:7]=[CH:6][C:5]([C:8]2[O:12][N:11]=[C:10]([CH3:13])[C:9]=2[CH:14]=O)=[CH:4][CH:3]=1.[NH2:16][CH2:17][CH:18]1[CH2:20][CH2:19]1. Given the product [Br:1][C:2]1[CH:7]=[CH:6][C:5]([C:8]2[O:12][N:11]=[C:10]([CH3:13])[C:9]=2[CH2:14][NH:16][CH2:17][CH:18]2[CH2:20][CH2:19]2)=[CH:4][CH:3]=1, predict the reactants needed to synthesize it.